From a dataset of Reaction yield outcomes from USPTO patents with 853,638 reactions. Predict the reaction yield, written as a fraction of the theoretical maximum amount of product (1.0 means a 100% yield; for example, 0.34 means a 34% yield). The reactants are [C:1]([Si:5]([CH3:42])([CH3:41])[O:6][C:7]1[C:12]([CH3:13])=[CH:11][C:10]([C:14]2([C:24]3[CH:29]=[C:28]([CH3:30])[C:27]([O:31][Si:32]([C:35]([CH3:38])([CH3:37])[CH3:36])([CH3:34])[CH3:33])=[C:26]([CH3:39])[CH:25]=3)[C:22]3[C:17](=[CH:18][CH:19]=[CH:20][CH:21]=3)[NH:16][C:15]2=[O:23])=[CH:9][C:8]=1[CH3:40])([CH3:4])([CH3:3])[CH3:2].CC(C)([O-])C.[K+].Br[CH2:50][C:51]#[N:52].O. The catalyst is CN(C=O)C.C1COCC1.C(OCC)C. The product is [C:1]([Si:5]([CH3:42])([CH3:41])[O:6][C:7]1[C:8]([CH3:40])=[CH:9][C:10]([C:14]2([C:24]3[CH:29]=[C:28]([CH3:30])[C:27]([O:31][Si:32]([C:35]([CH3:36])([CH3:38])[CH3:37])([CH3:33])[CH3:34])=[C:26]([CH3:39])[CH:25]=3)[C:22]3[C:17](=[CH:18][CH:19]=[CH:20][CH:21]=3)[N:16]([CH2:50][C:51]#[N:52])[C:15]2=[O:23])=[CH:11][C:12]=1[CH3:13])([CH3:2])([CH3:4])[CH3:3]. The yield is 0.720.